This data is from Reaction yield outcomes from USPTO patents with 853,638 reactions. The task is: Predict the reaction yield, written as a fraction of the theoretical maximum amount of product (1.0 means a 100% yield; for example, 0.34 means a 34% yield). (1) The reactants are N[C:2]1[CH:14]=[CH:13][C:12]2[C:11]3[C:6](=[CH:7][CH:8]=[CH:9][CH:10]=3)[C:5](=[O:15])[C:4]=2[CH:3]=1.[BH3-][C:17]#[N:18].[Na+].[OH-].[Na+].[CH3:22]C(O)=O. No catalyst specified. The product is [CH3:22][N:18]([CH3:17])[C:2]1[CH:14]=[CH:13][C:12]2[C:11]3[C:6](=[CH:7][CH:8]=[CH:9][CH:10]=3)[C:5](=[O:15])[C:4]=2[CH:3]=1. The yield is 0.840. (2) The reactants are [CH3:1][O:2][C:3]1[CH:4]=[C:5]([C:13]2[N:22]=[C:21]([C:23]([OH:25])=O)[C:20]3[C:15](=[CH:16][CH:17]=[CH:18][CH:19]=3)[N:14]=2)[CH:6]=[C:7]([O:11][CH3:12])[C:8]=1[O:9][CH3:10].Cl.[OH:27][C:28]1[CH:37]=[CH:36][CH:35]=[C:34]2[C:29]=1[CH2:30][CH2:31][NH:32][CH2:33]2. No catalyst specified. The product is [CH3:12][O:11][C:7]1[CH:6]=[C:5]([C:13]2[N:22]=[C:21]([C:23]([N:32]3[CH2:31][CH2:30][C:29]4[C:34](=[CH:35][CH:36]=[CH:37][C:28]=4[OH:27])[CH2:33]3)=[O:25])[C:20]3[C:15](=[CH:16][CH:17]=[CH:18][CH:19]=3)[N:14]=2)[CH:4]=[C:3]([O:2][CH3:1])[C:8]=1[O:9][CH3:10]. The yield is 0.188. (3) The reactants are Cl[C:2]([O:4][CH3:5])=[O:3].[CH2:6]1[C:12]2[CH:13]=[CH:14][CH:15]=[CH:16][C:11]=2[CH2:10][CH2:9][NH:8][CH2:7]1.C(=O)(O)[O-].[Na+].[N+:22]([O-])([O-:24])=[O:23].[NH4+]. The catalyst is C1COCC1.O.S(=O)(=O)(O)O. The product is [N+:22]([C:14]1[CH:15]=[CH:16][C:11]2[CH2:10][CH2:9][N:8]([C:2]([O:4][CH3:5])=[O:3])[CH2:7][CH2:6][C:12]=2[CH:13]=1)([O-:24])=[O:23]. The yield is 0.660. (4) The reactants are [H-].[Na+].[CH:3]([C:5]1[CH:10]=[CH:9][CH:8]=[C:7]([CH3:11])[C:6]=1[C:12]1[CH:17]=[CH:16][CH:15]=[C:14]([C:18]([O:20][CH3:21])=[O:19])[CH:13]=1)=O.O1CC[CH2:24][CH2:23]1. The catalyst is [Br-].C([P+](C1C=CC=CC=1)(C1C=CC=CC=1)C1C=CC=CC=1)C.C(OCC)(=O)C. The product is [CH3:11][C:7]1[CH:8]=[CH:9][CH:10]=[C:5]([CH2:3][CH2:23][CH3:24])[C:6]=1[C:12]1[CH:17]=[CH:16][CH:15]=[C:14]([C:18]([O:20][CH3:21])=[O:19])[CH:13]=1. The yield is 0.850. (5) The reactants are I[C:2]1[CH:3]=[C:4]2[C:8]3=[C:9]([O:11][CH2:12][CH2:13][N:7]3[CH2:6][CH:5]2[CH2:14][N:15]2[C:23](=[O:24])[C:22]3[C:17](=[CH:18][CH:19]=[CH:20][CH:21]=3)[C:16]2=[O:25])[CH:10]=1.[Cl:26][C:27]1[CH:32]=[C:31]([Cl:33])[CH:30]=[CH:29][C:28]=1B(O)O.C([O-])([O-])=O.[K+].[K+].O. The catalyst is C1COCC1.CC(N(C)C)=O.C1C=CC([P]([Pd]([P](C2C=CC=CC=2)(C2C=CC=CC=2)C2C=CC=CC=2)([P](C2C=CC=CC=2)(C2C=CC=CC=2)C2C=CC=CC=2)[P](C2C=CC=CC=2)(C2C=CC=CC=2)C2C=CC=CC=2)(C2C=CC=CC=2)C2C=CC=CC=2)=CC=1.CCOC(C)=O. The product is [Cl:26][C:27]1[CH:32]=[C:31]([Cl:33])[CH:30]=[CH:29][C:28]=1[C:2]1[CH:3]=[C:4]2[C:8]3=[C:9]([O:11][CH2:12][CH2:13][N:7]3[CH2:6][CH:5]2[CH2:14][N:15]2[C:16](=[O:25])[C:17]3[C:22](=[CH:21][CH:20]=[CH:19][CH:18]=3)[C:23]2=[O:24])[CH:10]=1. The yield is 0.320. (6) The reactants are [CH:1]([C:3]1[CH:11]=[CH:10][C:6]([C:7]([OH:9])=[O:8])=[CH:5][CH:4]=1)=O.[F:12][C:13]1[CH:19]=[CH:18][CH:17]=[CH:16][C:14]=1[NH2:15].[B][B][B][B][B][B][B][B][B][B]. The catalyst is CO. The product is [F:12][C:13]1[CH:19]=[CH:18][CH:17]=[CH:16][C:14]=1[NH:15][CH2:1][C:3]1[CH:11]=[CH:10][C:6]([C:7]([OH:9])=[O:8])=[CH:5][CH:4]=1. The yield is 0.990. (7) The reactants are [N:1]1([CH2:8][CH2:9][O:10][C:11]2[CH:38]=[CH:37][C:14]([C:15]([C:17]3[C:26]4[C:21](=[CH:22][C:23]([O:27][CH3:28])=[CH:24][CH:25]=4)[CH:20]=[CH:19][C:18]=3OS(C(F)(F)F)(=O)=O)=[O:16])=[CH:13][CH:12]=2)[CH2:7][CH2:6][CH2:5][CH2:4][CH2:3][CH2:2]1.Br[C:40]1[C:45]([F:46])=[C:44]([F:47])[CH:43]=[CH:42][C:41]=1[F:48].OC1C=C2C(=CC=1)C(C(C1C=CC(OCCN3CCCCC3)=CC=1)=O)=C(C1C=C(F)C=C(F)C=1F)C=C2. No catalyst specified. The product is [N:1]1([CH2:8][CH2:9][O:10][C:11]2[CH:12]=[CH:13][C:14]([C:15]([C:17]3[C:26]4[C:21](=[CH:22][C:23]([O:27][CH3:28])=[CH:24][CH:25]=4)[CH:20]=[CH:19][C:18]=3[C:40]3[C:41]([F:48])=[CH:42][CH:43]=[C:44]([F:47])[C:45]=3[F:46])=[O:16])=[CH:37][CH:38]=2)[CH2:7][CH2:6][CH2:5][CH2:4][CH2:3][CH2:2]1. The yield is 0.460.